Dataset: Experimentally validated miRNA-target interactions with 360,000+ pairs, plus equal number of negative samples. Task: Binary Classification. Given a miRNA mature sequence and a target amino acid sequence, predict their likelihood of interaction. The miRNA is hsa-miR-3611 with sequence UUGUGAAGAAAGAAAUUCUUA. The protein sequence of the target gene is MLTCNKAGSRMVVDAANSNGPFQPVVLLHIRDVPPADQEKLFIQKLRQCCVLFDFVSDPLSDLKWKEVKRAALSEMVEYITHNRNVITEPIYPEVVHMFAVNMFRTLPPSSNPTGAEFDPEEDEPTLEAAWPHLQLVYEFFLRFLESPDFQPNIAKKYIDQKFVLQLLELFDSEDPRERDFLKTTLHRIYGKFLGLRAYIRKQINNIFYRFIYETEHHNGIAELLEILGSIINGFALPLKEEHKIFLLKVLLPLHKVKSLSVYHPQLAYCVVQFLEKDSTLTEPVVMALLKYWPKTHSPK.... Result: 1 (interaction).